From a dataset of Catalyst prediction with 721,799 reactions and 888 catalyst types from USPTO. Predict which catalyst facilitates the given reaction. (1) Reactant: [CH:1]([C:3]1[CH:8]=[CH:7][C:6]([C:9]2[C:18]([C:19]3[CH:24]=[CH:23][CH:22]=[CH:21][CH:20]=3)=[C:17]([C:25]#[N:26])[C:16]3[C:11](=[CH:12][CH:13]=[N:14][C:15]=3[O:27][CH3:28])[N:10]=2)=[CH:5][CH:4]=1)=O.[C:29](=[O:36])([O:31][C:32]([CH3:35])([CH3:34])[CH3:33])[NH2:30].C([SiH](CC)CC)C.C(O)(C(F)(F)F)=O. Product: [C:25]([C:17]1[C:16]2[C:11](=[CH:12][CH:13]=[N:14][C:15]=2[O:27][CH3:28])[N:10]=[C:9]([C:6]2[CH:5]=[CH:4][C:3]([CH2:1][NH:30][C:29](=[O:36])[O:31][C:32]([CH3:35])([CH3:34])[CH3:33])=[CH:8][CH:7]=2)[C:18]=1[C:19]1[CH:20]=[CH:21][CH:22]=[CH:23][CH:24]=1)#[N:26]. The catalyst class is: 23. (2) Reactant: O.Cl.[NH2:3][C@@H:4]([C:7]([OH:9])=[O:8])[CH2:5][SH:6].[OH-].[Na+].[C:12]([O:17][CH2:18][CH3:19])(=[O:16])[C:13]([CH3:15])=O. Product: [CH3:19][CH2:18][O:17][C:12]([C:13]1([CH3:15])[NH:3][CH:4]([C:7]([OH:9])=[O:8])[CH2:5][S:6]1)=[O:16]. The catalyst class is: 6. (3) Reactant: Br[C:2]1[CH:11]=[CH:10][CH:9]=[C:8]2[C:3]=1[C:4](=[O:31])[N:5]([C:24]1[CH:29]=[CH:28][CH:27]=[C:26]([F:30])[CH:25]=1)[C:6]([C@@H:12]1[CH2:16][CH2:15][CH2:14][N:13]1[C:17]([O:19][C:20]([CH3:23])([CH3:22])[CH3:21])=[O:18])=[N:7]2.[CH3:32][S:33]([O-:35])=[O:34].[Na+].C(=O)([O-])[O-].[Cs+].[Cs+].N1CCC[C@H]1C(O)=O. Product: [F:30][C:26]1[CH:25]=[C:24]([N:5]2[C:4](=[O:31])[C:3]3[C:8](=[CH:9][CH:10]=[CH:11][C:2]=3[S:33]([CH3:32])(=[O:35])=[O:34])[N:7]=[C:6]2[C@@H:12]2[CH2:16][CH2:15][CH2:14][N:13]2[C:17]([O:19][C:20]([CH3:23])([CH3:21])[CH3:22])=[O:18])[CH:29]=[CH:28][CH:27]=1. The catalyst class is: 846. (4) Reactant: FC(F)(F)C(O)=O.[Cl:8][C:9]1[CH:10]=[C:11]([CH:33]=[CH:34][CH:35]=1)[CH2:12][CH2:13][O:14][CH2:15][CH2:16][C:17]([N:19]([CH2:26][CH2:27][N:28]([CH2:31][CH3:32])[CH2:29][CH3:30])[CH2:20][CH:21](OC)[O:22]C)=[O:18]. Product: [Cl:8][C:9]1[CH:10]=[C:11]([CH:33]=[CH:34][CH:35]=1)[CH2:12][CH2:13][O:14][CH2:15][CH2:16][C:17]([N:19]([CH2:26][CH2:27][N:28]([CH2:31][CH3:32])[CH2:29][CH3:30])[CH2:20][CH:21]=[O:22])=[O:18]. The catalyst class is: 4. (5) Reactant: [CH2:1]([Mg]Cl)[CH2:2][CH2:3][CH2:4][CH2:5][CH2:6][CH2:7][CH2:8][CH2:9][CH2:10][CH2:11][CH2:12][CH2:13][CH3:14].[B:17](OCC)([O:21]CC)[O:18]CC. Product: [CH2:1]([B:17]([OH:21])[OH:18])[CH2:2][CH2:3][CH2:4][CH2:5][CH2:6][CH2:7][CH2:8][CH2:9][CH2:10][CH2:11][CH2:12][CH2:13][CH3:14]. The catalyst class is: 1. (6) Reactant: [CH2:1]([C:3]1[N:4]([CH2:17][CH2:18][CH2:19][CH2:20][N:21]([CH:29]2[CH2:34][CH2:33][O:32][CH2:31][CH2:30]2)[C:22](=[O:28])[O:23][C:24]([CH3:27])([CH3:26])[CH3:25])[C:5]2[C:14]3[CH:13]=[CH:12][CH:11]=[CH:10][C:9]=3[N+:8]([O-])=[CH:7][C:6]=2[N:16]=1)[CH3:2].C1(C)C=CC(S(Cl)(=O)=O)=CC=1.[OH-].[NH4+:47]. Product: [NH2:47][C:7]1[C:6]2[N:16]=[C:3]([CH2:1][CH3:2])[N:4]([CH2:17][CH2:18][CH2:19][CH2:20][N:21]([CH:29]3[CH2:30][CH2:31][O:32][CH2:33][CH2:34]3)[C:22](=[O:28])[O:23][C:24]([CH3:26])([CH3:25])[CH3:27])[C:5]=2[C:14]2[CH:13]=[CH:12][CH:11]=[CH:10][C:9]=2[N:8]=1. The catalyst class is: 22. (7) Reactant: CN([CH:4]=[O:5])C.O=P(Cl)(Cl)[Cl:8].[F:11][C:12]([F:23])([F:22])[C:13](=O)[CH2:14][C:15]1[CH:20]=[CH:19][CH:18]=[CH:17][CH:16]=1. Product: [Cl:8][C:13]([C:12]([F:23])([F:22])[F:11])=[C:14]([C:15]1[CH:20]=[CH:19][CH:18]=[CH:17][CH:16]=1)[CH:4]=[O:5]. The catalyst class is: 6. (8) Reactant: [CH3:1][O:2][C:3](=[O:12])[C:4]1[C:5](=[C:7]([NH2:11])[CH:8]=[CH:9][CH:10]=1)[OH:6].[CH:13]([O-])=[O:14].[Na+]. Product: [CH3:1][O:2][C:3](=[O:12])[C:4]1[CH:10]=[CH:9][CH:8]=[C:7]([NH:11][CH:13]=[O:14])[C:5]=1[OH:6]. The catalyst class is: 106. (9) Reactant: [CH2:1]([O:3][C:4]([C:6]1[NH:10][C:9]2[S:11][C:12]([CH:14]=O)=[CH:13][C:8]=2[CH:7]=1)=[O:5])[CH3:2].[BH3-]C#N.[Na+]. Product: [CH2:1]([O:3][C:4]([C:6]1[NH:10][C:9]2[S:11][C:12]([CH3:14])=[CH:13][C:8]=2[CH:7]=1)=[O:5])[CH3:2]. The catalyst class is: 68.